This data is from Forward reaction prediction with 1.9M reactions from USPTO patents (1976-2016). The task is: Predict the product of the given reaction. (1) Given the reactants [C:1]([C:5]1[O:9][N:8]=[C:7]([C:10]2[CH:15]=[C:14](Cl)[C:13]([CH:17]3[CH2:19][CH2:18]3)=[CH:12][N:11]=2)[N:6]=1)([CH3:4])([CH3:3])[CH3:2].[O:20]1[CH2:24][CH2:23][CH2:22][CH:21]1[CH2:25][OH:26], predict the reaction product. The product is: [C:1]([C:5]1[O:9][N:8]=[C:7]([C:10]2[CH:15]=[C:14]([O:26][CH2:25][CH:21]3[CH2:22][CH2:23][CH2:24][O:20]3)[C:13]([CH:17]3[CH2:19][CH2:18]3)=[CH:12][N:11]=2)[N:6]=1)([CH3:4])([CH3:3])[CH3:2]. (2) Given the reactants [CH3:1][C:2]1[CH:7]=[CH:6][C:5]([S:8]([O:11][CH2:12][CH2:13][CH2:14]C2CC3(CCCC3)C(=O)O2)(=[O:10])=[O:9])=[CH:4][CH:3]=1.C([CH:29]1[O:33][C:32](=[O:34])[C:31]([C:41]2[CH:46]=[CH:45][CH:44]=[CH:43][CH:42]=2)([C:35]2[CH:40]=[CH:39][CH:38]=[CH:37][CH:36]=2)[CH2:30]1)CC=C.C(C1CC2(CCCC2)C(=O)O1)CC=C, predict the reaction product. The product is: [CH3:1][C:2]1[CH:7]=[CH:6][C:5]([S:8]([O:11][CH2:12][CH2:13][CH2:14][CH:29]2[CH2:30][C:31]([C:35]3[CH:40]=[CH:39][CH:38]=[CH:37][CH:36]=3)([C:41]3[CH:42]=[CH:43][CH:44]=[CH:45][CH:46]=3)[C:32](=[O:34])[O:33]2)(=[O:10])=[O:9])=[CH:4][CH:3]=1. (3) Given the reactants [Li+].CC([N-]C(C)C)C.C1COCC1.C(C1C=CC=CC=1)C.CCCCCCC.[CH3:29][CH:30]([CH3:36])[C:31]([O:33][CH2:34][CH3:35])=[O:32].[C:37]1(=[O:43])[O:42][C:40](=[O:41])[CH2:39][CH2:38]1.C(=O)(O)[O-].[Na+], predict the reaction product. The product is: [CH2:34]([O:33][C:31](=[O:32])[C:30]([CH3:36])([CH3:29])[C:40](=[O:41])[CH2:39][CH2:38][C:37]([OH:42])=[O:43])[CH3:35]. (4) Given the reactants C([O:3][C:4]([C:6]1([OH:20])[CH2:11][CH2:10][CH:9]([O:12][Si:13]([C:16]([CH3:19])([CH3:18])[CH3:17])([CH3:15])[CH3:14])[CH2:8][CH2:7]1)=[O:5])C.[Li+].[OH-].C1COCC1, predict the reaction product. The product is: [C:16]([Si:13]([CH3:15])([CH3:14])[O:12][CH:9]1[CH2:10][CH2:11][C:6]([OH:20])([C:4]([OH:5])=[O:3])[CH2:7][CH2:8]1)([CH3:19])([CH3:18])[CH3:17].